Dataset: Catalyst prediction with 721,799 reactions and 888 catalyst types from USPTO. Task: Predict which catalyst facilitates the given reaction. (1) Reactant: Br[C:2]1[CH:3]=[CH:4][C:5]2[O:9][C:8]([C:10]([O:12][CH2:13]C)=[O:11])=[CH:7][C:6]=2[CH:15]=1.C(B(CC)[C:19]1[CH:20]=[N:21][CH:22]=[CH:23][CH:24]=1)C.P([O-])([O-])([O-])=O.[K+].[K+].[K+].C(OCC)(=O)C. Product: [CH3:13][O:12][C:10]([C:8]1[O:9][C:5]2[CH:4]=[CH:3][C:2]([C:19]3[CH:20]=[N:21][CH:22]=[CH:23][CH:24]=3)=[CH:15][C:6]=2[CH:7]=1)=[O:11]. The catalyst class is: 128. (2) Reactant: Cl[C:2]1[N:10]=[C:9]2[C:5]([N:6]=[CH:7][N:8]2[CH3:11])=[C:4]([NH:12][C:13]2[CH:18]=[CH:17][C:16]([Cl:19])=[CH:15][CH:14]=2)[N:3]=1.O.[NH2:21][NH2:22].O. Product: [Cl:19][C:16]1[CH:17]=[CH:18][C:13]([NH:12][C:4]2[N:3]=[C:2]([NH:21][NH2:22])[N:10]=[C:9]3[C:5]=2[N:6]=[CH:7][N:8]3[CH3:11])=[CH:14][CH:15]=1. The catalyst class is: 7.